From a dataset of NCI-60 drug combinations with 297,098 pairs across 59 cell lines. Regression. Given two drug SMILES strings and cell line genomic features, predict the synergy score measuring deviation from expected non-interaction effect. (1) Drug 1: C1CCN(CC1)CCOC2=CC=C(C=C2)C(=O)C3=C(SC4=C3C=CC(=C4)O)C5=CC=C(C=C5)O. Drug 2: C1=NC2=C(N=C(N=C2N1C3C(C(C(O3)CO)O)F)Cl)N. Cell line: T-47D. Synergy scores: CSS=7.31, Synergy_ZIP=1.06, Synergy_Bliss=0.275, Synergy_Loewe=-3.20, Synergy_HSA=-2.69. (2) Drug 1: C1CC(C1)(C(=O)O)C(=O)O.[NH2-].[NH2-].[Pt+2]. Drug 2: CNC(=O)C1=NC=CC(=C1)OC2=CC=C(C=C2)NC(=O)NC3=CC(=C(C=C3)Cl)C(F)(F)F. Cell line: SR. Synergy scores: CSS=7.01, Synergy_ZIP=-2.74, Synergy_Bliss=-5.93, Synergy_Loewe=-11.1, Synergy_HSA=-4.81. (3) Drug 1: C1=NC2=C(N1)C(=S)N=C(N2)N. Drug 2: CC=C1C(=O)NC(C(=O)OC2CC(=O)NC(C(=O)NC(CSSCCC=C2)C(=O)N1)C(C)C)C(C)C. Cell line: SNB-19. Synergy scores: CSS=65.3, Synergy_ZIP=1.76, Synergy_Bliss=0.946, Synergy_Loewe=-56.8, Synergy_HSA=1.30.